This data is from Full USPTO retrosynthesis dataset with 1.9M reactions from patents (1976-2016). The task is: Predict the reactants needed to synthesize the given product. (1) Given the product [F:33][C:34]1[CH:35]=[C:36]([CH2:41][CH2:42][NH:43][C:27]2[N:26]=[C:25]([C:21]3[CH:22]=[CH:23][CH:24]=[C:19]([CH2:18][NH:17][C@@H:14]4[CH2:15][CH2:16][NH:11][CH2:12][C@@H:13]4[CH3:32])[CH:20]=3)[CH:30]=[CH:29][N:28]=2)[CH:37]=[C:38]([F:40])[CH:39]=1, predict the reactants needed to synthesize it. The reactants are: C(OC([N:11]1[CH2:16][CH2:15][C@@H:14]([NH:17][CH2:18][C:19]2[CH:24]=[CH:23][CH:22]=[C:21]([C:25]3[CH:30]=[CH:29][N:28]=[C:27](Cl)[N:26]=3)[CH:20]=2)[C@@H:13]([CH3:32])[CH2:12]1)=O)C1C=CC=CC=1.[F:33][C:34]1[CH:35]=[C:36]([CH2:41][CH2:42][NH2:43])[CH:37]=[C:38]([F:40])[CH:39]=1. (2) Given the product [Cl:29][CH2:2][C:3]1[CH:24]=[CH:23][C:6]([O:7][CH2:8][C:9]2[N:10]=[C:11]([C:15]3[CH:16]=[C:17]([CH:20]=[CH:21][CH:22]=3)[C:18]#[N:19])[O:12][C:13]=2[CH3:14])=[C:5]([O:25][CH3:26])[CH:4]=1, predict the reactants needed to synthesize it. The reactants are: O[CH2:2][C:3]1[CH:24]=[CH:23][C:6]([O:7][CH2:8][C:9]2[N:10]=[C:11]([C:15]3[CH:16]=[C:17]([CH:20]=[CH:21][CH:22]=3)[C:18]#[N:19])[O:12][C:13]=2[CH3:14])=[C:5]([O:25][CH3:26])[CH:4]=1.S(Cl)([Cl:29])=O.